Task: Predict the reactants needed to synthesize the given product.. Dataset: Full USPTO retrosynthesis dataset with 1.9M reactions from patents (1976-2016) (1) Given the product [Cl:23][C:24]1[C:33]([C:34]2[C:35](=[O:36])[NH:37][C:9](=[O:22])[C:10]=2[C:12]2[C:20]3[C:15](=[C:16]([CH3:21])[CH:17]=[CH:18][CH:19]=3)[NH:14][CH:13]=2)=[C:32]2[C:27]([CH:28]=[CH:29][C:30]([CH2:38][N:39]([CH3:40])[CH3:41])=[N:31]2)=[CH:26][CH:25]=1, predict the reactants needed to synthesize it. The reactants are: CC(C)([O-])C.[K+].CO[C:9](=[O:22])[C:10]([C:12]1[C:20]2[C:15](=[C:16]([CH3:21])[CH:17]=[CH:18][CH:19]=2)[NH:14][CH:13]=1)=O.[Cl:23][C:24]1[C:33]([CH2:34][C:35]([NH2:37])=[O:36])=[C:32]2[C:27]([CH:28]=[CH:29][C:30]([CH2:38][N:39]([CH3:41])[CH3:40])=[N:31]2)=[CH:26][CH:25]=1.[NH4+].[Cl-]. (2) Given the product [C:12]([NH:1][CH:3]([C:9](=[O:11])[CH3:10])[C:4]([O:6][CH2:7][CH3:8])=[O:5])(=[O:14])[CH3:13], predict the reactants needed to synthesize it. The reactants are: [N:1](=[C:3]([C:9](=[O:11])[CH3:10])[C:4]([O:6][CH2:7][CH3:8])=[O:5])O.[C:12](O)(=[O:14])[CH3:13]. (3) Given the product [CH3:1][O:2][CH2:3][CH2:4][C:5](=[O:25])[C:11]([O:13][C:14]([CH3:17])([CH3:16])[CH3:15])=[O:12], predict the reactants needed to synthesize it. The reactants are: [CH3:1][O:2][CH2:3][CH2:4][C:5]1([C:11]([O:13][C:14]([CH3:17])([CH3:16])[CH3:15])=[O:12])SCCCS1.O.BrN1C(=[O:25])CCC1=O. (4) Given the product [CH3:3][C:4]1([C:9]2[S:10][C:11]([CH2:14][N:15]3[CH:19]=[C:18]([NH2:20])[CH:17]=[N:16]3)=[CH:12][N:13]=2)[O:8][CH2:7][CH2:6][O:5]1, predict the reactants needed to synthesize it. The reactants are: N#N.[CH3:3][C:4]1([C:9]2[S:10][C:11]([CH2:14][N:15]3[CH:19]=[C:18]([N+:20]([O-])=O)[CH:17]=[N:16]3)=[CH:12][N:13]=2)[O:8][CH2:7][CH2:6][O:5]1.[NH4+].[Cl-].